Regression. Given a peptide amino acid sequence and an MHC pseudo amino acid sequence, predict their binding affinity value. This is MHC class I binding data. From a dataset of Peptide-MHC class I binding affinity with 185,985 pairs from IEDB/IMGT. (1) The peptide sequence is CISQHQHLA. The MHC is HLA-A02:01 with pseudo-sequence HLA-A02:01. The binding affinity (normalized) is 0.436. (2) The MHC is HLA-B08:01 with pseudo-sequence HLA-B08:01. The peptide sequence is RQAELSKAY. The binding affinity (normalized) is 0.0847. (3) The peptide sequence is FMFDSDEAM. The MHC is BoLA-D18.4 with pseudo-sequence BoLA-D18.4. The binding affinity (normalized) is 0.483. (4) The peptide sequence is ARLSSPIVL. The binding affinity (normalized) is 0.0847. The MHC is HLA-A69:01 with pseudo-sequence HLA-A69:01.